Dataset: Catalyst prediction with 721,799 reactions and 888 catalyst types from USPTO. Task: Predict which catalyst facilitates the given reaction. (1) Reactant: [CH3:1][CH:2]([CH3:21])[CH2:3][CH2:4][NH:5][C:6]1[S:7][CH:8]=[C:9]([C:11]2[CH:16]=[CH:15][C:14]([C:17]([F:20])([F:19])[F:18])=[CH:13][CH:12]=2)[N:10]=1.[H-].[Na+].Br[CH2:25][C:26]1[CH:35]=[CH:34][C:29]([C:30]([O:32][CH3:33])=[O:31])=[CH:28][CH:27]=1.O. Product: [CH3:1][CH:2]([CH3:21])[CH2:3][CH2:4][N:5]([CH2:25][C:26]1[CH:35]=[CH:34][C:29]([C:30]([O:32][CH3:33])=[O:31])=[CH:28][CH:27]=1)[C:6]1[S:7][CH:8]=[C:9]([C:11]2[CH:16]=[CH:15][C:14]([C:17]([F:18])([F:20])[F:19])=[CH:13][CH:12]=2)[N:10]=1. The catalyst class is: 9. (2) Reactant: [N:1]([Sn](CCCC)(CCCC)CCCC)=[N+:2]=[N-:3].[F:17][C:18]1[CH:64]=[CH:63][CH:62]=[C:61]([C:65]([F:68])([F:67])[F:66])[C:19]=1[CH2:20][N:21]1[C:26]2[CH2:27][O:28][C:29]3([CH2:34][CH2:33][N:32]([CH2:35][C:36]4[O:37][C:38]([C:41]([F:44])([F:43])[F:42])=[CH:39][CH:40]=4)[CH2:31][CH2:30]3)[C:25]=2[C:24](=[O:45])[N:23]([CH2:46][C@H:47]([NH:54][CH2:55][CH2:56][CH2:57][C:58]#[N:59])[C:48]2[CH:53]=[CH:52][CH:51]=[CH:50][CH:49]=2)[C:22]1=[O:60].[NH4+].[Cl-]. Product: [N:59]1[NH:1][N:2]=[N:3][C:58]=1[CH2:57][CH2:56][CH2:55][NH:54][C@H:47]([C:48]1[CH:53]=[CH:52][CH:51]=[CH:50][CH:49]=1)[CH2:46][N:23]1[C:24](=[O:45])[C:25]2[C:29]3([O:28][CH2:27][C:26]=2[N:21]([CH2:20][C:19]2[C:61]([C:65]([F:68])([F:66])[F:67])=[CH:62][CH:63]=[CH:64][C:18]=2[F:17])[C:22]1=[O:60])[CH2:34][CH2:33][N:32]([CH2:35][C:36]1[O:37][C:38]([C:41]([F:44])([F:43])[F:42])=[CH:39][CH:40]=1)[CH2:31][CH2:30]3. The catalyst class is: 11.